Dataset: Full USPTO retrosynthesis dataset with 1.9M reactions from patents (1976-2016). Task: Predict the reactants needed to synthesize the given product. (1) Given the product [C:1]([O:5][C:6](=[O:26])[C:7]([S:10][C:11]1[S:12][CH:13]=[C:14]([CH2:16][CH2:17][O:18][C:19]2[CH:20]=[CH:21][C:22]([O:25][CH2:32][C:31]3[CH:34]=[CH:35][C:28]([Cl:27])=[CH:29][CH:30]=3)=[CH:23][CH:24]=2)[N:15]=1)([CH3:9])[CH3:8])([CH3:2])([CH3:3])[CH3:4], predict the reactants needed to synthesize it. The reactants are: [C:1]([O:5][C:6](=[O:26])[C:7]([S:10][C:11]1[S:12][CH:13]=[C:14]([CH2:16][CH2:17][O:18][C:19]2[CH:24]=[CH:23][C:22]([OH:25])=[CH:21][CH:20]=2)[N:15]=1)([CH3:9])[CH3:8])([CH3:4])([CH3:3])[CH3:2].[Cl:27][C:28]1[CH:35]=[CH:34][C:31]([CH2:32]Br)=[CH:30][CH:29]=1.C(=O)([O-])[O-].[K+].[K+]. (2) The reactants are: Cl[CH:2]([CH:13]1[CH2:18][CH2:17][CH2:16][CH2:15][CH2:14]1)[C:3]1[C:11]2[C:6](=[CH:7][CH:8]=[CH:9][CH:10]=2)[N:5]([CH3:12])[N:4]=1.[NH2:19][C:20]1[CH:25]=[CH:24][C:23]([C:26]([N:28]([CH3:36])[CH2:29][CH2:30][C:31]([O:33]CC)=[O:32])=[O:27])=[CH:22][CH:21]=1.[I-].[Na+].C(=O)([O-])[O-].[Na+].[Na+].[Cl-].[NH4+].[OH-].[Na+]. Given the product [CH:13]1([CH:2]([NH:19][C:20]2[CH:21]=[CH:22][C:23]([C:26]([N:28]([CH3:36])[CH2:29][CH2:30][C:31]([OH:33])=[O:32])=[O:27])=[CH:24][CH:25]=2)[C:3]2[C:11]3[C:6](=[CH:7][CH:8]=[CH:9][CH:10]=3)[N:5]([CH3:12])[N:4]=2)[CH2:18][CH2:17][CH2:16][CH2:15][CH2:14]1, predict the reactants needed to synthesize it. (3) Given the product [O:30]1[C:23]2[CH:22]=[C:21]([CH2:20][N:12]([C@H:7]3[CH2:6][CH2:5][C:4]4[C:9](=[CH:10][CH:11]=[C:2]([N:39]5[C:40]6[C:35](=[CH:34][CH:33]=[C:32]([F:31])[CH:41]=6)[CH:36]=[CH:37][C:38]5=[O:42])[CH:3]=4)[CH2:8]3)[C:13](=[O:19])[O:14][C:15]([CH3:16])([CH3:18])[CH3:17])[N:26]=[CH:25][C:24]=2[O:27][CH2:28][CH2:29]1, predict the reactants needed to synthesize it. The reactants are: Br[C:2]1[CH:3]=[C:4]2[C:9](=[CH:10][CH:11]=1)[CH2:8][C@@H:7]([N:12]([CH2:20][C:21]1[N:26]=[CH:25][C:24]3[O:27][CH2:28][CH2:29][O:30][C:23]=3[CH:22]=1)[C:13](=[O:19])[O:14][C:15]([CH3:18])([CH3:17])[CH3:16])[CH2:6][CH2:5]2.[F:31][C:32]1[CH:41]=[C:40]2[C:35]([CH:36]=[CH:37][C:38](=[O:42])[NH:39]2)=[CH:34][CH:33]=1.CNCCNC.[O-]P([O-])([O-])=O.[K+].[K+].[K+].